This data is from Catalyst prediction with 721,799 reactions and 888 catalyst types from USPTO. The task is: Predict which catalyst facilitates the given reaction. (1) Product: [Cl:56][C:33]([Cl:32])([Cl:57])[CH2:34][O:35][C:36]([C@@H:38]1[CH2:43][CH2:42][CH2:41][N:40]([C:44](=[O:55])[C@@H:45]([NH:47][C:48](=[O:54])[C@@H:49]([O:30][C:29]([C:23]2(/[CH:22]=[CH:21]/[C:15]3[CH:14]=[C:13]4[C:18]([CH:19]=[CH:20][C:11]([C@H:9]([NH:8][C:6]([O:5][C:1]([CH3:2])([CH3:3])[CH3:4])=[O:7])[CH3:10])=[N:12]4)=[CH:17][CH:16]=3)[CH2:28][O:27][CH2:26][CH2:25][O:24]2)=[O:31])[CH:50]([CH3:51])[CH3:52])[CH3:46])[NH:39]1)=[O:37]. The catalyst class is: 119. Reactant: [C:1]([O:5][C:6]([NH:8][C@@H:9]([C:11]1[CH:20]=[CH:19][C:18]2[C:13](=[CH:14][C:15](/[CH:21]=[CH:22]/[C:23]3([C:29]([OH:31])=[O:30])[CH2:28][O:27][CH2:26][CH2:25][O:24]3)=[CH:16][CH:17]=2)[N:12]=1)[CH3:10])=[O:7])([CH3:4])([CH3:3])[CH3:2].[Cl:32][C:33]([Cl:57])([Cl:56])[CH2:34][O:35][C:36]([C@@H:38]1[CH2:43][CH2:42][CH2:41][N:40]([C:44](=[O:55])[C@@H:45]([NH:47][C:48](=[O:54])[C@@H:49](O)[CH:50]([CH3:52])[CH3:51])[CH3:46])[NH:39]1)=[O:37].C(N(CC)C(C)C)(C)C.CC1C=CC=C([N+]([O-])=O)C=1C(OC(=O)C1C([N+]([O-])=O)=CC=CC=1C)=O. (2) Reactant: [Br:1][C:2]1[CH:3]=[C:4]2[C:8](=[CH:9][CH:10]=1)[NH:7][CH:6]=[C:5]2[CH2:11][CH2:12][C:13]([N:15]([CH3:17])[CH3:16])=O.[H-].[Al+3].[Li+].[H-].[H-].[H-]. Product: [Br:1][C:2]1[CH:3]=[C:4]2[C:8](=[CH:9][CH:10]=1)[NH:7][CH:6]=[C:5]2[CH2:11][CH2:12][CH2:13][N:15]([CH3:17])[CH3:16]. The catalyst class is: 7. (3) Reactant: [CH3:1][C:2]1[CH:7]=[CH:6][CH:5]=[CH:4][C:3]=1[N:8]=[C:9]=[O:10].[NH2:11][C:12]1[CH:17]=[CH:16][C:15]([NH2:18])=[CH:14][CH:13]=1. Product: [NH2:11][C:12]1[CH:17]=[CH:16][C:15]([NH:18][C:9]([NH:8][C:3]2[CH:4]=[CH:5][CH:6]=[CH:7][C:2]=2[CH3:1])=[O:10])=[CH:14][CH:13]=1. The catalyst class is: 25.